Dataset: CYP1A2 inhibition data for predicting drug metabolism from PubChem BioAssay. Task: Regression/Classification. Given a drug SMILES string, predict its absorption, distribution, metabolism, or excretion properties. Task type varies by dataset: regression for continuous measurements (e.g., permeability, clearance, half-life) or binary classification for categorical outcomes (e.g., BBB penetration, CYP inhibition). Dataset: cyp1a2_veith. (1) The compound is CS(=O)(=O)Nc1cccc(-c2nccc(NCc3ccccc3)n2)c1. The result is 1 (inhibitor). (2) The drug is O=C(c1ccncc1)N1CCC2(CCN(Cc3cc(C(F)(F)F)cc(C(F)(F)F)c3)CC2)CC1. The result is 0 (non-inhibitor). (3) The drug is NCCC(=O)O. The result is 0 (non-inhibitor). (4) The compound is C[C@@]12CCC(=O)C=C1CC[C@H]1[C@@H]2[C@@H](O)C[C@]2(C)[C@@H]1CC[C@@]2(O)C(=O)CO. The result is 0 (non-inhibitor). (5) The molecule is COc1ccc(Oc2ncc3nc(-c4cc(F)cc(F)c4)c(=O)n(C4CC4)c3n2)cc1. The result is 1 (inhibitor). (6) The result is 1 (inhibitor). The compound is COc1ccc(CNc2ncnc3ccc(-c4cccc(C#N)c4)cc23)c(OC)c1.